From a dataset of Full USPTO retrosynthesis dataset with 1.9M reactions from patents (1976-2016). Predict the reactants needed to synthesize the given product. (1) The reactants are: [F:1][C:2]1[CH:7]=[CH:6][CH:5]=[CH:4][C:3]=1[C:8]1[N:16]2[C:11]([CH:12]=[CH:13][CH:14]=[CH:15]2)=[CH:10][C:9]=1[CH:17]([N:19]1[C:23]2=[N:24][CH:25]=[N:26][C:27]([NH2:28])=[C:22]2[C:21](I)=[N:20]1)[CH3:18].[F:30][C:31]1[CH:32]=[C:33](B(O)O)[CH:34]=[C:35]([OH:37])[CH:36]=1.CCO.C([O-])([O-])=O.[Na+].[Na+]. Given the product [NH2:28][C:27]1[N:26]=[CH:25][N:24]=[C:23]2[N:19]([CH:17]([C:9]3[CH:10]=[C:11]4[N:16]([C:8]=3[C:3]3[CH:4]=[CH:5][CH:6]=[CH:7][C:2]=3[F:1])[CH:15]=[CH:14][CH:13]=[CH:12]4)[CH3:18])[N:20]=[C:21]([C:33]3[CH:34]=[C:35]([OH:37])[CH:36]=[C:31]([F:30])[CH:32]=3)[C:22]=12, predict the reactants needed to synthesize it. (2) Given the product [Cl:1][C:2]1[C:3](/[C:9](=[N:25]\[O:26][CH3:27])/[CH:10]([NH:12][C:13](=[O:24])[C:14]2[CH:19]=[CH:18][CH:17]=[CH:16][C:15]=2[C:20]([F:22])([F:21])[F:23])[CH3:11])=[N:4][CH:5]=[C:6]([Cl:8])[CH:7]=1, predict the reactants needed to synthesize it. The reactants are: [Cl:1][C:2]1[C:3]([C:9](=[N:25][O:26][CH3:27])[CH:10]([NH:12][C:13](=[O:24])[C:14]2[CH:19]=[CH:18][CH:17]=[CH:16][C:15]=2[C:20]([F:23])([F:22])[F:21])[CH3:11])=[N:4][CH:5]=[C:6]([Cl:8])[CH:7]=1. (3) Given the product [F:30][C:27]1[CH:26]=[CH:25][C:24]([CH2:23][C:22]2[C:17]([N:5]3[CH2:6][C:7]4[CH:12]=[C:11]([B:13]([OH:15])[OH:14])[CH:10]=[CH:9][C:8]=4[O:2][CH2:3][CH2:4]3)=[N:18][CH:19]=[N:20][C:21]=2[CH3:31])=[CH:29][CH:28]=1, predict the reactants needed to synthesize it. The reactants are: Cl.[O:2]1[C:8]2[CH:9]=[CH:10][C:11]([B:13]([OH:15])[OH:14])=[CH:12][C:7]=2[CH2:6][NH:5][CH2:4][CH2:3]1.Cl[C:17]1[C:22]([CH2:23][C:24]2[CH:29]=[CH:28][C:27]([F:30])=[CH:26][CH:25]=2)=[C:21]([CH3:31])[N:20]=[CH:19][N:18]=1.C(N(C(C)C)CC)(C)C. (4) The reactants are: [NH:1]1[C:9]2[C:4](=[CH:5][CH:6]=[CH:7][CH:8]=2)[C:3](/[CH:10]=[C:11]2\[O:12][C:13]3[C:20]([O:21][CH:22]4[CH2:27][CH2:26][N:25](C(OC(C)(C)C)=O)[CH2:24][CH2:23]4)=[C:19]([O:35][CH3:36])[CH:18]=[CH:17][C:14]=3[C:15]\2=[O:16])=[N:2]1.Cl. Given the product [NH:1]1[C:9]2[C:4](=[CH:5][CH:6]=[CH:7][CH:8]=2)[C:3](/[CH:10]=[C:11]2\[O:12][C:13]3[C:20]([O:21][CH:22]4[CH2:27][CH2:26][NH:25][CH2:24][CH2:23]4)=[C:19]([O:35][CH3:36])[CH:18]=[CH:17][C:14]=3[C:15]\2=[O:16])=[N:2]1, predict the reactants needed to synthesize it. (5) Given the product [NH2:3][CH2:12][CH2:13][CH2:14][CH2:15][CH2:16][CH2:17][N:18]1[CH2:23][CH2:22][CH:21]([C:24]2[CH:25]=[C:26]([NH:30][C:31](=[O:35])[CH:32]([CH3:33])[CH3:34])[CH:27]=[CH:28][CH:29]=2)[CH2:20][CH2:19]1, predict the reactants needed to synthesize it. The reactants are: O=C1C2C(=CC=CC=2)C(=O)[N:3]1[CH2:12][CH2:13][CH2:14][CH2:15][CH2:16][CH2:17][N:18]1[CH2:23][CH2:22][CH:21]([C:24]2[CH:25]=[C:26]([NH:30][C:31](=[O:35])[CH:32]([CH3:34])[CH3:33])[CH:27]=[CH:28][CH:29]=2)[CH2:20][CH2:19]1.O.NN. (6) Given the product [CH3:21][S:18]([S:17][CH2:16][CH2:15][O:8][C:7](=[O:9])[C:6]1[CH:10]=[CH:11][CH:12]=[CH:13][C:5]=1[O:4][C:1](=[O:3])[CH3:2])(=[O:20])=[O:19], predict the reactants needed to synthesize it. The reactants are: [C:1]([O:4][C:5]1[C:6](=[CH:10][CH:11]=[CH:12][CH:13]=1)[C:7]([OH:9])=[O:8])(=[O:3])[CH3:2].O[CH2:15][CH2:16][S:17][S:18]([CH3:21])(=[O:20])=[O:19].C1(N=C=NC2CCCCC2)CCCCC1.C(NC1CCCCC1)(NC1CCCCC1)=O. (7) Given the product [Cl-:1].[C:12]([CH2:11][N:8]1[CH:9]=[CH:10][N+:6]([CH2:5][C:4]([OH:16])=[O:3])=[CH:7]1)([OH:15])=[O:13], predict the reactants needed to synthesize it. The reactants are: [Cl-:1].C[O:3][C:4](=[O:16])[CH2:5][N:6]1[CH:10]=[CH:9][N+:8]([CH2:11][C:12](=[O:15])[O:13]C)=[CH:7]1.Cl. (8) Given the product [Cl:1][C:2]1[CH:3]=[C:4]2[C:8](=[C:9]([Cl:11])[CH:10]=1)[CH:14]([C:15]([OH:17])=[O:16])[CH2:6][CH2:5]2, predict the reactants needed to synthesize it. The reactants are: [Cl:1][C:2]1[CH:3]=[C:4]2[C:8](=[C:9]([Cl:11])[CH:10]=1)C(C#N)[CH2:6][CH2:5]2.[CH3:14][C:15]([OH:17])=[O:16].